The task is: Predict the reactants needed to synthesize the given product.. This data is from Full USPTO retrosynthesis dataset with 1.9M reactions from patents (1976-2016). Given the product [Cl:1][C:2]1[CH:7]=[CH:6][C:5]([CH2:8][NH:28][C@@H:26]([C:22]2[CH:23]=[CH:24][CH:25]=[C:20]([Cl:19])[CH:21]=2)[CH3:27])=[CH:4][C:3]=1[NH:10][C:11]([C:13]1[CH:17]=[C:16]([CH3:18])[O:15][N:14]=1)=[O:12], predict the reactants needed to synthesize it. The reactants are: [Cl:1][C:2]1[CH:7]=[CH:6][C:5]([CH:8]=O)=[CH:4][C:3]=1[NH:10][C:11]([C:13]1[CH:17]=[C:16]([CH3:18])[O:15][N:14]=1)=[O:12].[Cl:19][C:20]1[CH:21]=[C:22]([C@H:26]([NH2:28])[CH3:27])[CH:23]=[CH:24][CH:25]=1.C(O)(=O)C.[BH-](OC(C)=O)(OC(C)=O)OC(C)=O.[Na+].